From a dataset of Forward reaction prediction with 1.9M reactions from USPTO patents (1976-2016). Predict the product of the given reaction. (1) The product is: [Cl:18][C:19]1[CH:24]=[CH:23][CH:22]=[C:21]([Cl:25])[C:20]=1[NH:26][C:27](=[O:28])[NH:1][C:2]1[CH:7]=[CH:6][C:5]([CH2:8][C:9]([O:11][C:12]([CH3:14])([CH3:13])[CH3:15])=[O:10])=[CH:4][C:3]=1[O:16][CH3:17]. Given the reactants [NH2:1][C:2]1[CH:7]=[CH:6][C:5]([CH2:8][C:9]([O:11][C:12]([CH3:15])([CH3:14])[CH3:13])=[O:10])=[CH:4][C:3]=1[O:16][CH3:17].[Cl:18][C:19]1[CH:24]=[CH:23][CH:22]=[C:21]([Cl:25])[C:20]=1[N:26]=[C:27]=[O:28].CCN(CC)CC, predict the reaction product. (2) Given the reactants [Cl:1][C:2]1[CH:3]=[C:4]([NH2:20])[C:5]([NH2:19])=[CH:6][C:7]=1[C:8]1[CH:13]=[CH:12][C:11]([Cl:14])=[CH:10][C:9]=1[C:15]([F:18])([F:17])[F:16], predict the reaction product. The product is: [Cl:1][C:2]1[C:7]([C:8]2[CH:13]=[CH:12][C:11]([Cl:14])=[CH:10][C:9]=2[C:15]([F:17])([F:18])[F:16])=[CH:6][C:5]2[NH:19][C:9]([C:15]([F:18])([F:17])[F:16])=[N:20][C:4]=2[CH:3]=1.